This data is from Forward reaction prediction with 1.9M reactions from USPTO patents (1976-2016). The task is: Predict the product of the given reaction. Given the reactants [CH2:1]([O:3][C:4]([C:6]1([CH3:26])[CH:10]([OH:11])[CH2:9][N:8]([C:12]2[C:21]3[C:16](=[CH:17][C:18]([O:24][CH3:25])=[C:19]([O:22][CH3:23])[CH:20]=3)[N:15]=[CH:14][N:13]=2)[CH2:7]1)=[O:5])[CH3:2].[H-].[Na+].Cl[C:30]1[CH:39]=[N:38][C:37]2[C:32](=[CH:33][CH:34]=[CH:35][CH:36]=2)[N:31]=1, predict the reaction product. The product is: [CH2:1]([O:3][C:4]([C:6]1([CH3:26])[CH:10]([O:11][C:30]2[CH:39]=[N:38][C:37]3[C:32](=[CH:33][CH:34]=[CH:35][CH:36]=3)[N:31]=2)[CH2:9][N:8]([C:12]2[C:21]3[C:16](=[CH:17][C:18]([O:24][CH3:25])=[C:19]([O:22][CH3:23])[CH:20]=3)[N:15]=[CH:14][N:13]=2)[CH2:7]1)=[O:5])[CH3:2].